From a dataset of Full USPTO retrosynthesis dataset with 1.9M reactions from patents (1976-2016). Predict the reactants needed to synthesize the given product. (1) The reactants are: [C:1]1([NH:7][C@H:8]([C:10]([OH:12])=O)[CH3:9])[CH:6]=[CH:5][CH:4]=[CH:3][CH:2]=1.C(N(CC)CC)C.[C:20]1([CH2:26][O:27][C:28]2[CH:33]=[CH:32][C:31]([N:34]=[C:35]=[S:36])=[CH:30][CH:29]=2)[CH:25]=[CH:24][CH:23]=[CH:22][CH:21]=1.C. Given the product [CH3:9][CH:8]1[N:7]([C:1]2[CH:2]=[CH:3][CH:4]=[CH:5][CH:6]=2)[C:35](=[S:36])[N:34]([C:31]2[CH:30]=[CH:29][C:28]([O:27][CH2:26][C:20]3[CH:25]=[CH:24][CH:23]=[CH:22][CH:21]=3)=[CH:33][CH:32]=2)[C:10]1=[O:12], predict the reactants needed to synthesize it. (2) Given the product [NH2:1][C:2]1[N:7]=[CH:6][N:5]=[C:4]2[N:8]([C:33]3[CH:34]=[CH:35][C:36]([CH2:39][N:44]4[CH2:45][CH2:46][C@@H:42]([OH:41])[CH2:43]4)=[CH:37][CH:38]=3)[N:9]=[C:10]([C:11]3[CH:16]=[CH:15][C:14]([NH:17][C:18](=[O:30])[C:19]4[CH:24]=[CH:23][C:22]([C:25]([F:27])([F:28])[F:26])=[CH:21][C:20]=4[F:29])=[C:13]([O:31][CH3:32])[CH:12]=3)[C:3]=12, predict the reactants needed to synthesize it. The reactants are: [NH2:1][C:2]1[N:7]=[CH:6][N:5]=[C:4]2[N:8]([C:33]3[CH:38]=[CH:37][C:36]([CH:39]=O)=[CH:35][CH:34]=3)[N:9]=[C:10]([C:11]3[CH:16]=[CH:15][C:14]([NH:17][C:18](=[O:30])[C:19]4[CH:24]=[CH:23][C:22]([C:25]([F:28])([F:27])[F:26])=[CH:21][C:20]=4[F:29])=[C:13]([O:31][CH3:32])[CH:12]=3)[C:3]=12.[OH:41][C@H:42]1[CH2:46][CH2:45][NH:44][CH2:43]1.C(O[BH-](OC(=O)C)OC(=O)C)(=O)C.[Na+].[OH-].[Na+]. (3) Given the product [CH2:1]([C:5]1[N:6]=[C:7]([CH3:27])[N:8]([CH2:36][C:37]2[CH:42]=[CH:41][C:40]([F:43])=[CH:39][CH:38]=2)[C:9](=[O:26])[C:10]=1[CH2:11][C:12]1[CH:17]=[CH:16][C:15]([C:18]2[C:19]([C:24]#[N:25])=[CH:20][CH:21]=[CH:22][CH:23]=2)=[CH:14][CH:13]=1)[CH2:2][CH2:3][CH3:4], predict the reactants needed to synthesize it. The reactants are: [CH2:1]([C:5]1[N:6]=[C:7]([CH3:27])[NH:8][C:9](=[O:26])[C:10]=1[CH2:11][C:12]1[CH:17]=[CH:16][C:15]([C:18]2[C:19]([C:24]#[N:25])=[CH:20][CH:21]=[CH:22][CH:23]=2)=[CH:14][CH:13]=1)[CH2:2][CH2:3][CH3:4].[H-].[Na+].CN(C)C=O.Br[CH2:36][C:37]1[CH:42]=[CH:41][C:40]([F:43])=[CH:39][CH:38]=1.